Dataset: Catalyst prediction with 721,799 reactions and 888 catalyst types from USPTO. Task: Predict which catalyst facilitates the given reaction. Reactant: [OH-].[Na+].[Cl:3][C:4]1[CH:9]=[CH:8][CH:7]=[C:6]([Cl:10])[C:5]=1[C:11]1[C:15]([CH2:16][O:17][C:18]2[CH:23]=[CH:22][C:21]([C:24]3[CH:25]=[C:26]4[C:31](=[CH:32][CH:33]=3)[N:30]=[C:29]([CH3:34])[C:28]([C:35]([O:37]CC)=[O:36])=[CH:27]4)=[CH:20][CH:19]=2)=[C:14]([CH:40]([CH3:42])[CH3:41])[O:13][N:12]=1.Cl.O. Product: [Cl:10][C:6]1[CH:7]=[CH:8][CH:9]=[C:4]([Cl:3])[C:5]=1[C:11]1[C:15]([CH2:16][O:17][C:18]2[CH:23]=[CH:22][C:21]([C:24]3[CH:25]=[C:26]4[C:31](=[CH:32][CH:33]=3)[N:30]=[C:29]([CH3:34])[C:28]([C:35]([OH:37])=[O:36])=[CH:27]4)=[CH:20][CH:19]=2)=[C:14]([CH:40]([CH3:42])[CH3:41])[O:13][N:12]=1. The catalyst class is: 83.